From a dataset of CYP2C9 inhibition data for predicting drug metabolism from PubChem BioAssay. Regression/Classification. Given a drug SMILES string, predict its absorption, distribution, metabolism, or excretion properties. Task type varies by dataset: regression for continuous measurements (e.g., permeability, clearance, half-life) or binary classification for categorical outcomes (e.g., BBB penetration, CYP inhibition). Dataset: cyp2c9_veith. (1) The compound is Cc1noc(C)c1-c1cc(NC2CC2)ncn1. The result is 0 (non-inhibitor). (2) The compound is Cn1cccc1C(=O)N1CCC2(CC1)CCN(c1ccccc1)CC2. The result is 0 (non-inhibitor). (3) The compound is CC(C)CN(Cc1c(O)ccc2c3c(c(=O)oc12)CCC3)CC(C)C. The result is 1 (inhibitor). (4) The drug is Cc1cc(C)c(S(=O)(=O)Nc2c(C)[nH]c(=O)[nH]c2=O)c(C)c1. The result is 0 (non-inhibitor). (5) The molecule is Cc1cc(C)c(NC(=O)C2CCCN2C)c(C)c1. The result is 0 (non-inhibitor).